Dataset: Reaction yield outcomes from USPTO patents with 853,638 reactions. Task: Predict the reaction yield, written as a fraction of the theoretical maximum amount of product (1.0 means a 100% yield; for example, 0.34 means a 34% yield). (1) The reactants are [NH2:1][C:2]1[CH:3]=[C:4]([C:8]([F:11])=[CH:9][CH:10]=1)[C:5]([NH2:7])=[O:6].[CH3:12][O:13][C:14]1[CH:15]=[C:16](B(O)O)[CH:17]=[CH:18][C:19]=1[O:20][CH3:21].O.[C:26]([OH:30])(=[O:29])[CH:27]=O. The catalyst is C(#N)C.CN(C=O)C. The product is [C:5]([C:4]1[CH:3]=[C:2]([NH:1][CH:27]([C:16]2[CH:17]=[CH:18][C:19]([O:20][CH3:21])=[C:14]([O:13][CH3:12])[CH:15]=2)[C:26]([OH:30])=[O:29])[CH:10]=[CH:9][C:8]=1[F:11])(=[O:6])[NH2:7]. The yield is 0.460. (2) The reactants are [C:1]([O:5][C:6](=[O:35])[NH:7][C:8]1([C:12]2[CH:17]=[CH:16][C:15]([C:18]3[C:19]([C:29]4[CH:34]=[CH:33][CH:32]=[CH:31][CH:30]=4)=[CH:20][C:21]4[NH:26][C:25](=S)[CH2:24][O:23][C:22]=4[N:28]=3)=[CH:14][CH:13]=2)[CH2:11][CH2:10][CH2:9]1)([CH3:4])([CH3:3])[CH3:2].[F:36][C:37]([F:43])([F:42])[C:38]([NH:40][NH2:41])=O. The catalyst is CC1C=CC(C)=CC=1. The product is [C:29]1([C:19]2[C:18]([C:15]3[CH:16]=[CH:17][C:12]([C:8]4([NH:7][C:6](=[O:35])[O:5][C:1]([CH3:4])([CH3:3])[CH3:2])[CH2:11][CH2:10][CH2:9]4)=[CH:13][CH:14]=3)=[N:28][C:22]3[O:23][CH2:24][C:25]4[N:26]([C:38]([C:37]([F:43])([F:42])[F:36])=[N:40][N:41]=4)[C:21]=3[CH:20]=2)[CH:34]=[CH:33][CH:32]=[CH:31][CH:30]=1. The yield is 0.200. (3) The reactants are [F:1][C:2]1[CH:3]=[C:4]([NH:30][C:31](=[O:46])[CH2:32][C:33]([NH:35][C:36]2[CH:41]=[CH:40][CH:39]=[C:38]([S:42]([CH3:45])(=[O:44])=[O:43])[CH:37]=2)=[O:34])[CH:5]=[CH:6][C:7]=1[O:8][C:9]1[CH:14]=[CH:13][N:12]=[C:11]2[CH:15]=[C:16]([C:18]3[CH:23]=[CH:22][C:21]([CH2:24][NH:25][CH2:26][CH2:27][O:28][CH3:29])=[CH:20][N:19]=3)[S:17][C:10]=12.[C:47](OC(=O)C)(=[O:49])[CH3:48]. No catalyst specified. The product is [F:1][C:2]1[CH:3]=[C:4]([NH:30][C:31](=[O:46])[CH2:32][C:33]([NH:35][C:36]2[CH:41]=[CH:40][CH:39]=[C:38]([S:42]([CH3:45])(=[O:43])=[O:44])[CH:37]=2)=[O:34])[CH:5]=[CH:6][C:7]=1[O:8][C:9]1[CH:14]=[CH:13][N:12]=[C:11]2[CH:15]=[C:16]([C:18]3[CH:23]=[CH:22][C:21]([CH2:24][N:25]([CH2:26][CH2:27][O:28][CH3:29])[C:47](=[O:49])[CH3:48])=[CH:20][N:19]=3)[S:17][C:10]=12. The yield is 0.325. (4) The reactants are [NH:1]1[CH:5]=[CH:4][N:3]=[C:2]1[CH:6]=[O:7].[C:8]([O:12][C:13](=[O:16])[CH2:14]Br)([CH3:11])([CH3:10])[CH3:9].C(=O)([O-])[O-].[K+].[K+].[I-].[K+]. The catalyst is CN(C=O)C. The product is [CH:6]([C:2]1[N:1]([CH2:14][C:13]([O:12][C:8]([CH3:11])([CH3:10])[CH3:9])=[O:16])[CH:5]=[CH:4][N:3]=1)=[O:7]. The yield is 0.390. (5) The reactants are [F:1][C:2]([F:36])([F:35])[C:3]1[CH:4]=[C:5]([CH:28]=[C:29]([C:31]([F:34])([F:33])[F:32])[CH:30]=1)[CH2:6][NH:7][CH2:8][C:9]1[C:10]([N:20]([CH2:23][CH:24]2[CH2:27][CH2:26][CH2:25]2)[CH2:21][CH3:22])=[N:11][C:12]2[C:17]([CH:18]=1)=[CH:16][CH:15]=[CH:14][C:13]=2[CH3:19].[Br:37][C:38]1[CH:39]=[N:40][C:41](Cl)=[N:42][CH:43]=1.[F-].[K+].O. The catalyst is CN(C)C=O.CCOC(C)=O. The product is [F:36][C:2]([F:35])([F:1])[C:3]1[CH:4]=[C:5]([CH:28]=[C:29]([C:31]([F:34])([F:33])[F:32])[CH:30]=1)[CH2:6][N:7]([CH2:8][C:9]1[C:10]([N:20]([CH2:23][CH:24]2[CH2:27][CH2:26][CH2:25]2)[CH2:21][CH3:22])=[N:11][C:12]2[C:17]([CH:18]=1)=[CH:16][CH:15]=[CH:14][C:13]=2[CH3:19])[C:41]1[N:42]=[CH:43][C:38]([Br:37])=[CH:39][N:40]=1. The yield is 0.470. (6) The reactants are Cl.CC1(C)[O:7][C@@H:6]([C:8]2[N:12]=[C:11]([NH:13][C:14]3[C:19]([O:20][C:21]4[C:22]([CH3:27])=[N:23][CH:24]=[CH:25][CH:26]=4)=[CH:18][C:17]([S:28][C:29]4[CH:34]=[CH:33][CH:32]=[CH:31][N:30]=4)=[CH:16][N:15]=3)[S:10][N:9]=2)[CH2:5][O:4]1. The yield is 0.947. No catalyst specified. The product is [CH3:27][C:22]1[C:21]([O:20][C:19]2[C:14]([NH:13][C:11]3[S:10][N:9]=[C:8]([C@H:6]([OH:7])[CH2:5][OH:4])[N:12]=3)=[N:15][CH:16]=[C:17]([S:28][C:29]3[CH:34]=[CH:33][CH:32]=[CH:31][N:30]=3)[CH:18]=2)=[CH:26][CH:25]=[CH:24][N:23]=1. (7) The reactants are [C:1]1([S:7][CH:8]([CH2:13][C:14]2[CH:36]=[CH:35][C:17]3[C:18]([CH2:21][CH2:22][C:23]4[N:24]=[C:25]([C:29]5[CH:34]=[CH:33][CH:32]=[CH:31][CH:30]=5)[O:26][C:27]=4[CH3:28])=[N:19][O:20][C:16]=3[CH:15]=2)[C:9]([O:11]C)=[O:10])[CH:6]=[CH:5][CH:4]=[CH:3][CH:2]=1.[OH-].[Na+].Cl. The catalyst is C(O)C. The product is [C:1]1([S:7][CH:8]([CH2:13][C:14]2[CH:36]=[CH:35][C:17]3[C:18]([CH2:21][CH2:22][C:23]4[N:24]=[C:25]([C:29]5[CH:34]=[CH:33][CH:32]=[CH:31][CH:30]=5)[O:26][C:27]=4[CH3:28])=[N:19][O:20][C:16]=3[CH:15]=2)[C:9]([OH:11])=[O:10])[CH:2]=[CH:3][CH:4]=[CH:5][CH:6]=1. The yield is 0.880.